Dataset: Forward reaction prediction with 1.9M reactions from USPTO patents (1976-2016). Task: Predict the product of the given reaction. (1) The product is: [Br:1][C:2]1[S:10][C:9]2[C:8](=[O:11])[NH:7][C:6]([C@@H:12]3[CH2:17][CH2:16][CH2:15][CH2:14][N:13]3[C:18]([O:20][C:21]([CH3:24])([CH3:23])[CH3:22])=[O:19])=[N:5][C:4]=2[CH:3]=1.[Br:1][C:2]1[S:10][C:9]2[C:8](=[O:11])[NH:7][C:6]([C@H:12]3[CH2:17][CH2:16][CH2:15][CH2:14][N:13]3[C:18]([O:20][C:21]([CH3:24])([CH3:23])[CH3:22])=[O:19])=[N:5][C:4]=2[CH:3]=1. Given the reactants [Br:1][C:2]1[S:10][C:9]2[C:8](=[O:11])[NH:7][C:6]([C@@H:12]3[CH2:17][CH2:16][CH2:15][CH2:14][N:13]3[C:18]([O:20][C:21]([CH3:24])([CH3:23])[CH3:22])=[O:19])=[N:5][C:4]=2[CH:3]=1.CCCCCC.CC(O)C.C(NCC)C, predict the reaction product. (2) Given the reactants Cl[C:2]1[C:7](Cl)=[N:6][CH:5]=[CH:4][N:3]=1.[CH2:9]([C:11]1[CH:17]=[CH:16][C:14]([NH2:15])=[CH:13][CH:12]=1)[CH3:10], predict the reaction product. The product is: [CH2:9]([C:11]1[CH:17]=[CH:16][C:14]([NH:15][C:2]2[C:7]([NH:15][C:14]3[CH:16]=[CH:17][C:11]([CH2:9][CH3:10])=[CH:12][CH:13]=3)=[N:6][CH:5]=[CH:4][N:3]=2)=[CH:13][CH:12]=1)[CH3:10]. (3) The product is: [CH3:1][O:2][C:3]1[CH:4]=[C:5]([CH2:11][CH2:12][NH:13][C:14](=[O:25])[C:15]([C:18]2[CH:23]=[CH:22][C:21]([CH3:24])=[CH:20][CH:19]=2)=[CH:16][O:17][CH:29]([F:31])[F:30])[CH:6]=[CH:7][C:8]=1[O:9][CH3:10]. Given the reactants [CH3:1][O:2][C:3]1[CH:4]=[C:5]([CH2:11][CH2:12][NH:13][C:14](=[O:25])[C:15]([C:18]2[CH:23]=[CH:22][C:21]([CH3:24])=[CH:20][CH:19]=2)=[CH:16][OH:17])[CH:6]=[CH:7][C:8]=1[O:9][CH3:10].[OH-].[K+].Cl[CH:29]([F:31])[F:30], predict the reaction product. (4) Given the reactants [C:1]([O:7][CH3:8])(=[O:6])[C:2]([O:4]C)=O.C[O-].[Na+].[CH3:12][C:13]1[CH:14]=[CH:15][C:16]([C:19](=[O:21])[CH3:20])=[N:17][CH:18]=1.O, predict the reaction product. The product is: [CH3:12][C:13]1[CH:14]=[CH:15][C:16]([C:19](=[O:21])[CH2:20][C:2](=[O:4])[C:1]([O:7][CH3:8])=[O:6])=[N:17][CH:18]=1. (5) Given the reactants Cl[CH2:2][CH2:3][O:4][C:5]1[CH:6]=[N:7][C:8]([N:11]2[CH2:16][CH2:15][O:14][C@H:13]([CH2:17][N:18]3[C:22]4=[N:23][C:24]([C:27]5[CH:28]=[N:29][N:30]([CH3:32])[CH:31]=5)=[CH:25][N:26]=[C:21]4[N:20]=[N:19]3)[CH2:12]2)=[N:9][CH:10]=1.[CH3:33][N:34]1[CH2:39][CH2:38][NH:37][CH2:36][CH2:35]1, predict the reaction product. The product is: [CH3:32][N:30]1[CH:31]=[C:27]([C:24]2[N:23]=[C:22]3[N:18]([CH2:17][C@H:13]4[O:14][CH2:15][CH2:16][N:11]([C:8]5[N:7]=[CH:6][C:5]([O:4][CH2:3][CH2:2][N:37]6[CH2:38][CH2:39][N:34]([CH3:33])[CH2:35][CH2:36]6)=[CH:10][N:9]=5)[CH2:12]4)[N:19]=[N:20][C:21]3=[N:26][CH:25]=2)[CH:28]=[N:29]1. (6) The product is: [NH2:17][CH2:16][C:14]1[CH:15]=[C:11]([CH:10]([N:24]([CH2:34][CH2:35][CH:36]([CH3:38])[CH3:37])[S:25]([C:28]2[CH:33]=[CH:32][CH:31]=[CH:30][CH:29]=2)(=[O:27])=[O:26])[CH2:9][O:8][Si:1]([C:4]([CH3:7])([CH3:6])[CH3:5])([CH3:2])[CH3:3])[S:12][CH:13]=1. Given the reactants [Si:1]([O:8][CH2:9][CH:10]([N:24]([CH2:34][CH2:35][CH:36]([CH3:38])[CH3:37])[S:25]([C:28]1[CH:33]=[CH:32][CH:31]=[CH:30][CH:29]=1)(=[O:27])=[O:26])[C:11]1[S:12][CH:13]=[C:14]([CH2:16][NH:17]S(C(C)(C)C)=O)[CH:15]=1)([C:4]([CH3:7])([CH3:6])[CH3:5])([CH3:3])[CH3:2].Cl, predict the reaction product. (7) Given the reactants C([O:5][C:6](=[O:35])[C:7]#[C:8][C:9]([C:15]1[CH:20]=[CH:19][C:18]([N:21]([S:26]([C:29]2[CH:34]=[CH:33][CH:32]=[CH:31][CH:30]=2)(=[O:28])=[O:27])[CH2:22][CH:23]([CH3:25])[CH3:24])=[CH:17][CH:16]=1)([OH:14])[C:10]([F:13])([F:12])[F:11])(C)(C)C.FC(F)(F)C(O)=O, predict the reaction product. The product is: [C:29]1([S:26]([N:21]([CH2:22][CH:23]([CH3:25])[CH3:24])[C:18]2[CH:17]=[CH:16][C:15]([C:9]([OH:14])([C:10]([F:11])([F:12])[F:13])[C:8]#[C:7][C:6]([OH:35])=[O:5])=[CH:20][CH:19]=2)(=[O:28])=[O:27])[CH:34]=[CH:33][CH:32]=[CH:31][CH:30]=1. (8) Given the reactants [F:1][C:2]1[CH:11]=[CH:10][CH:9]=[C:8]2[C:3]=1[C:4]([CH2:19][C:20]([O:22]C)=O)=[N:5][C:6]([N:12]1[CH2:17][CH2:16][N:15]([CH3:18])[CH2:14][CH2:13]1)=[N:7]2.[NH3:24], predict the reaction product. The product is: [F:1][C:2]1[CH:11]=[CH:10][CH:9]=[C:8]2[C:3]=1[C:4]([CH2:19][C:20]([NH2:24])=[O:22])=[N:5][C:6]([N:12]1[CH2:13][CH2:14][N:15]([CH3:18])[CH2:16][CH2:17]1)=[N:7]2. (9) Given the reactants [CH:1]1[CH:6]=[C:5]([C:7]([C:17]2[CH:22]=[C:21]([I:23])[C:20]([O-:24])=[C:19]([I:25])[CH:18]=2)=[C:8]2[CH:14]=[C:13]([I:15])[C:11](=[O:12])[C:10]([I:16])=[CH:9]2)[C:4]([C:26]([O-:28])=[O:27])=[CH:3][CH:2]=1.[Na+:29].[Na+].C(OC([N:36]1[CH2:41][CH2:40][N:39]([C:42](=[O:54])[C@H:43]([CH2:45][C:46]2[CH:51]=[CH:50][CH:49]=[C:48]([C:52]#[N:53])[CH:47]=2)[NH2:44])[CH2:38][CH2:37]1)=O)C.Cl.[NH2:56][OH:57].C(N(CC)CC)C.[CH2:65]([OH:67])[CH3:66], predict the reaction product. The product is: [CH:1]1[CH:6]=[C:5]([C:7]([C:8]2[CH:9]=[C:10]([I:16])[C:11]([O-:12])=[C:13]([I:15])[CH:14]=2)=[C:17]2[CH:18]=[C:19]([I:25])[C:20](=[O:24])[C:21]([I:23])=[CH:22]2)[C:4]([C:26]([O-:28])=[O:27])=[CH:3][CH:2]=1.[Na+:29].[Na+:29].[CH2:65]([O:67][N:36]1[CH2:37][CH2:38][N:39]([C:42](=[O:54])[C@H:43]([CH2:45][C:46]2[CH:51]=[CH:50][CH:49]=[C:48]([C:52](=[NH:53])[NH:56][OH:57])[CH:47]=2)[NH2:44])[C:40](=[C:26]=[O:28])[CH2:41]1)[CH3:66].